Dataset: Full USPTO retrosynthesis dataset with 1.9M reactions from patents (1976-2016). Task: Predict the reactants needed to synthesize the given product. (1) Given the product [CH2:7]([N:9]1[C:13]2=[N:14][C:15]([C:31]([F:34])([F:33])[F:32])=[C:16]([C:26]([O:28][CH2:29][CH3:30])=[O:27])[C:17]([NH:35][CH:36]3[CH2:41][CH2:40][O:39][CH2:38][CH2:37]3)=[C:12]2[CH:11]=[N:10]1)[CH3:8], predict the reactants needed to synthesize it. The reactants are: C(=O)([O-])[O-].[Cs+].[Cs+].[CH2:7]([N:9]1[C:13]2=[N:14][C:15]([C:31]([F:34])([F:33])[F:32])=[C:16]([C:26]([O:28][CH2:29][CH3:30])=[O:27])[C:17](OS(C(F)(F)F)(=O)=O)=[C:12]2[CH:11]=[N:10]1)[CH3:8].[NH2:35][CH:36]1[CH2:41][CH2:40][O:39][CH2:38][CH2:37]1. (2) Given the product [C:1]([O:5][C:6]([NH:8][C:9]1[S:13][C:12]([C:14]2[C:19]([F:20])=[CH:18][CH:17]=[CH:16][C:15]=2[F:21])=[N:11][C:10]=1[C:22]([NH:25][C:26]1[C:27]([N:35]2[CH2:40][CH2:39][CH2:38][C@H:37]([NH:41][C:42](=[O:48])[O:43][CH2:58][CH2:59][CH2:60][CH3:61])[CH2:36]2)=[C:28]2[CH2:34][CH2:33][O:32][C:29]2=[N:30][CH:31]=1)=[O:23])=[O:7])([CH3:4])([CH3:2])[CH3:3], predict the reactants needed to synthesize it. The reactants are: [C:1]([O:5][C:6]([NH:8][C:9]1[S:13][C:12]([C:14]2[C:19]([F:20])=[CH:18][CH:17]=[CH:16][C:15]=2[F:21])=[N:11][C:10]=1[C:22](O)=[O:23])=[O:7])([CH3:4])([CH3:3])[CH3:2].[NH2:25][C:26]1[C:27]([N:35]2[CH2:40][CH2:39][CH2:38][C@H:37]([NH:41][C:42](=[O:48])[O:43]C(C)(C)C)[CH2:36]2)=[C:28]2[CH2:34][CH2:33][O:32][C:29]2=[N:30][CH:31]=1.CN(C(ON1N=N[C:59]2[CH:60]=[CH:61]C=N[C:58]1=2)=[N+](C)C)C.F[P-](F)(F)(F)(F)F.CCN(C(C)C)C(C)C. (3) Given the product [C:1]([O:5][C:6]([N:8]1[CH2:13][CH2:12][C:11]2[N:14]([CH2:25][C:26]3[CH:31]=[CH:30][CH:29]=[CH:28][CH:27]=3)[C:15]([C:17]3[CH:22]=[CH:21][N:20]=[C:19]([NH2:23])[N:18]=3)=[CH:16][C:10]=2[C:9]1=[O:24])=[O:7])([CH3:4])([CH3:2])[CH3:3], predict the reactants needed to synthesize it. The reactants are: [C:1]([O:5][C:6]([N:8]1[CH2:13][CH2:12][C:11]2[NH:14][C:15]([C:17]3[CH:22]=[CH:21][N:20]=[C:19]([NH2:23])[N:18]=3)=[CH:16][C:10]=2[C:9]1=[O:24])=[O:7])([CH3:4])([CH3:3])[CH3:2].[CH2:25](Br)[C:26]1[CH:31]=[CH:30][CH:29]=[CH:28][CH:27]=1. (4) Given the product [F:28][C:26]1[CH:27]=[C:22]2[C:23](=[N:24][CH:25]=1)[O:29][CH2:2][CH2:3][CH2:4][N:5]([CH3:30])[C:6](=[O:7])[C:8]1=[C:12]3[N:13]=[C:14]([CH:15]=[CH:16][N:11]3[N:10]=[CH:9]1)[N:17]1[C@@H:18]2[CH2:19][CH2:20][CH2:21]1, predict the reactants needed to synthesize it. The reactants are: Cl[CH2:2][CH2:3][CH2:4][N:5]([CH3:30])[C:6]([C:8]1[CH:9]=[N:10][N:11]2[CH:16]=[CH:15][C:14]([N:17]3[CH2:21][CH2:20][CH2:19][C@@H:18]3[C:22]3[C:23](=[O:29])[NH:24][CH:25]=[C:26]([F:28])[CH:27]=3)=[N:13][C:12]=12)=[O:7].C([O-])([O-])=O.[Cs+].[Cs+]. (5) Given the product [C:49]([O:53][C:54](=[O:55])[NH:56][C@@H:57]1[CH2:62][CH2:61][CH2:60][N:59]([C:15]([C:10]2[C:9]([C:4]3[CH:5]=[CH:6][C:7]([CH3:8])=[C:2]([CH3:1])[CH:3]=3)=[CH:14][CH:13]=[CH:12][CH:11]=2)=[O:17])[CH2:58]1)([CH3:52])([CH3:50])[CH3:51], predict the reactants needed to synthesize it. The reactants are: [CH3:1][C:2]1[CH:3]=[C:4]([C:9]2[C:10]([C:15]([OH:17])=O)=[CH:11][CH:12]=[CH:13][CH:14]=2)[CH:5]=[CH:6][C:7]=1[CH3:8].CN(C(ON1N=NC2C=CC=CC1=2)=[N+](C)C)C.[B-](F)(F)(F)F.CCN(C(C)C)C(C)C.[C:49]([O:53][C:54]([NH:56][C@@H:57]1[CH2:62][CH2:61][CH2:60][NH:59][CH2:58]1)=[O:55])([CH3:52])([CH3:51])[CH3:50].Cl.